Dataset: Full USPTO retrosynthesis dataset with 1.9M reactions from patents (1976-2016). Task: Predict the reactants needed to synthesize the given product. (1) Given the product [Cl:13][CH2:14][CH2:15][CH2:16][CH2:17][N:7]1[C:6]2[CH:10]=[C:2]([F:1])[CH:3]=[CH:4][C:5]=2[N:9]=[CH:8]1, predict the reactants needed to synthesize it. The reactants are: [F:1][C:2]1[CH:3]=[CH:4][C:5]2[N:9]=[CH:8][NH:7][C:6]=2[CH:10]=1.[OH-].[Na+].[Cl:13][CH2:14][CH2:15][CH2:16][CH2:17]Br. (2) Given the product [Br:19][CH2:1][C:2]1[CH:7]=[CH:6][C:5]([N+:8]([O-:10])=[O:9])=[CH:4][C:3]=1[F:11], predict the reactants needed to synthesize it. The reactants are: [CH3:1][C:2]1[CH:7]=[CH:6][C:5]([N+:8]([O-:10])=[O:9])=[CH:4][C:3]=1[F:11].C1C(=O)N([Br:19])C(=O)C1.